From a dataset of Forward reaction prediction with 1.9M reactions from USPTO patents (1976-2016). Predict the product of the given reaction. (1) The product is: [CH:3]12[NH:2][CH:6]([CH2:5][CH2:4]1)[CH2:7][C:8](=[O:9])[CH2:10]2. Given the reactants C[N:2]1[CH:6]2[CH2:7][C:8]([CH2:10][CH:3]1[CH2:4][CH2:5]2)=[O:9].ClC(OC(Cl)C)=O, predict the reaction product. (2) Given the reactants C(N(CC)CC)C.[Br:8][C:9]1[CH:17]=[CH:16][C:12]([C:13](Cl)=[O:14])=[CH:11][CH:10]=1.[CH3:18][C:19]1([CH3:25])[CH2:24][O:23][CH2:22][CH2:21][NH:20]1, predict the reaction product. The product is: [Br:8][C:9]1[CH:17]=[CH:16][C:12]([C:13]([N:20]2[CH2:21][CH2:22][O:23][CH2:24][C:19]2([CH3:25])[CH3:18])=[O:14])=[CH:11][CH:10]=1. (3) The product is: [CH2:16]([O:15][C:13](=[O:14])[CH:12]([CH2:26][C:25]([F:36])([F:35])[F:24])[C:11]([O:10][CH2:3][C:4]1[CH:5]=[CH:6][CH:7]=[CH:8][CH:9]=1)=[O:23])[C:17]1[CH:22]=[CH:21][CH:20]=[CH:19][CH:18]=1. Given the reactants [H-].[Na+].[CH2:3]([O:10][C:11](=[O:23])[CH2:12][C:13]([O:15][CH2:16][C:17]1[CH:22]=[CH:21][CH:20]=[CH:19][CH:18]=1)=[O:14])[C:4]1[CH:9]=[CH:8][CH:7]=[CH:6][CH:5]=1.[F:24][C:25]([F:36])([F:35])[CH2:26]OS(C(F)(F)F)(=O)=O, predict the reaction product. (4) Given the reactants [CH2:1]([O:3][C:4]([C:6]1[C:7]([C:30]([O:32]CC)=[O:31])=[C:8]([CH2:27][CH2:28][CH3:29])[N:9]2[C:14]=1[C:13]([C:15]1[CH:20]=[CH:19][CH:18]=[CH:17][CH:16]=1)=[CH:12][C:11]([N:21]1[CH2:26][CH2:25][O:24][CH2:23][CH2:22]1)=[N:10]2)=[O:5])[CH3:2].[OH-].[Na+], predict the reaction product. The product is: [CH2:1]([O:3][C:4]([C:6]1[C:7]([C:30]([OH:32])=[O:31])=[C:8]([CH2:27][CH2:28][CH3:29])[N:9]2[C:14]=1[C:13]([C:15]1[CH:16]=[CH:17][CH:18]=[CH:19][CH:20]=1)=[CH:12][C:11]([N:21]1[CH2:26][CH2:25][O:24][CH2:23][CH2:22]1)=[N:10]2)=[O:5])[CH3:2]. (5) Given the reactants [Cl:1][C:2]1[CH:7]=[CH:6][CH:5]=[CH:4][C:3]=1[C:8]1[NH:13][C:12](=[O:14])[C:11]([C:15]([C:17]2[N:18]([CH3:22])[CH:19]=[CH:20][N:21]=2)=[O:16])=[CH:10][C:9]=1[C:23]1[CH:28]=[CH:27][C:26]([Cl:29])=[CH:25][CH:24]=1.Br[CH2:31][C:32](=[O:37])[C:33]([CH3:36])([CH3:35])[CH3:34].C([O-])([O-])=O.[Cs+].[Cs+], predict the reaction product. The product is: [Cl:1][C:2]1[CH:7]=[CH:6][CH:5]=[CH:4][C:3]=1[C:8]1[N:13]=[C:12]([O:14][CH2:31][C:32](=[O:37])[C:33]([CH3:36])([CH3:35])[CH3:34])[C:11]([C:15]([C:17]2[N:18]([CH3:22])[CH:19]=[CH:20][N:21]=2)=[O:16])=[CH:10][C:9]=1[C:23]1[CH:28]=[CH:27][C:26]([Cl:29])=[CH:25][CH:24]=1. (6) Given the reactants [F:1][C:2]([F:16])([F:15])[C:3]1[CH:4]=[CH:5][C:6]2[CH:10]=[C:9]([C:11]([OH:13])=O)[S:8][C:7]=2[CH:14]=1.CCN(C(C)C)C(C)C.CN(C(ON1N=NC2C=CC=CC1=2)=[N+](C)C)C.F[P-](F)(F)(F)(F)F.[NH:50]1[CH2:53][CH:52]([C:54]2([OH:67])[CH2:59][CH2:58][N:57]([C:60]([C:62]3[S:63][CH:64]=[CH:65][N:66]=3)=[O:61])[CH2:56][CH2:55]2)[CH2:51]1, predict the reaction product. The product is: [S:63]1[CH:64]=[CH:65][N:66]=[C:62]1[C:60]([N:57]1[CH2:56][CH2:55][C:54]([CH:52]2[CH2:51][N:50]([C:11]([C:9]3[S:8][C:7]4[CH:14]=[C:3]([C:2]([F:1])([F:16])[F:15])[CH:4]=[CH:5][C:6]=4[CH:10]=3)=[O:13])[CH2:53]2)([OH:67])[CH2:59][CH2:58]1)=[O:61]. (7) Given the reactants Cl[C:2]1[C:3]([OH:16])=[N:4][C:5]2[C:10]([N:11]=1)=[CH:9][C:8]([C:12]([O:14][CH3:15])=[O:13])=[CH:7][CH:6]=2.[CH2:17]([NH:19][CH2:20][CH3:21])[CH3:18].CCN(C(C)C)C(C)C, predict the reaction product. The product is: [CH2:17]([N:19]([CH2:20][CH3:21])[C:2]1[C:3]([OH:16])=[N:4][C:5]2[C:10]([N:11]=1)=[CH:9][C:8]([C:12]([O:14][CH3:15])=[O:13])=[CH:7][CH:6]=2)[CH3:18]. (8) Given the reactants [Cl:1][C:2]1[CH:3]=[C:4]([C:9]([N:11]2[CH2:16][CH2:15][CH2:14][CH:13]([CH2:17][CH3:18])[CH2:12]2)=[O:10])[CH:5]=[N:6][C:7]=1Cl.[NH2:19][C:20]1[CH:21]=[CH:22][C:23]([O:26][CH3:27])=[N:24][CH:25]=1.C1C=CC(P(C2C(C3C(P(C4C=CC=CC=4)C4C=CC=CC=4)=CC=C4C=3C=CC=C4)=C3C(C=CC=C3)=CC=2)C2C=CC=CC=2)=CC=1.C(=O)([O-])[O-].[K+].[K+], predict the reaction product. The product is: [Cl:1][C:2]1[CH:3]=[C:4]([C:9]([N:11]2[CH2:16][CH2:15][CH2:14][CH:13]([CH2:17][CH3:18])[CH2:12]2)=[O:10])[CH:5]=[N:6][C:7]=1[NH:19][C:20]1[CH:25]=[N:24][C:23]([O:26][CH3:27])=[CH:22][CH:21]=1. (9) The product is: [Cl:12][C:8]1[C:7]([CH3:13])=[C:6]([N:5]2[C:3](=[O:4])[CH2:2][NH:1][CH2:14]2)[CH:11]=[CH:10][CH:9]=1. Given the reactants [NH2:1][CH2:2][C:3]([NH:5][C:6]1[CH:11]=[CH:10][CH:9]=[C:8]([Cl:12])[C:7]=1[CH3:13])=[O:4].[C:14](O)(=O)C, predict the reaction product. (10) Given the reactants [CH:1]1([N:4]2[C:9](=[O:10])[CH2:8][CH2:7][C:6]3([CH2:15][CH2:14][N:13](C(OC(C)(C)C)=O)[CH2:12][CH2:11]3)[CH2:5]2)[CH2:3][CH2:2]1.Cl.[Br:24][C:25]1[CH:30]=[CH:29][C:28]([S:31](Cl)(=[O:33])=[O:32])=[CH:27][CH:26]=1, predict the reaction product. The product is: [Br:24][C:25]1[CH:30]=[CH:29][C:28]([S:31]([N:13]2[CH2:12][CH2:11][C:6]3([CH2:5][N:4]([CH:1]4[CH2:2][CH2:3]4)[C:9](=[O:10])[CH2:8][CH2:7]3)[CH2:15][CH2:14]2)(=[O:33])=[O:32])=[CH:27][CH:26]=1.